Dataset: Reaction yield outcomes from USPTO patents with 853,638 reactions. Task: Predict the reaction yield, written as a fraction of the theoretical maximum amount of product (1.0 means a 100% yield; for example, 0.34 means a 34% yield). The reactants are C(O)(C(F)(F)F)=O.[F:8][C:9]1[CH:10]=[C:11]([NH:20][C:21]([C@@H:23]2[N:32](C(OC(C)(C)C)=O)[CH2:31][CH2:30][C:29]3[N:28]=[C:27]([O:40][CH3:41])[CH:26]=[CH:25][C:24]2=3)=[O:22])[CH:12]=[C:13]([F:19])[C:14]=1[Si:15]([CH3:18])([CH3:17])[CH3:16].C(=O)([O-])O.[Na+]. No catalyst specified. The product is [F:19][C:13]1[CH:12]=[C:11]([NH:20][C:21]([C@@H:23]2[NH:32][CH2:31][CH2:30][C:29]3[N:28]=[C:27]([O:40][CH3:41])[CH:26]=[CH:25][C:24]2=3)=[O:22])[CH:10]=[C:9]([F:8])[C:14]=1[Si:15]([CH3:18])([CH3:17])[CH3:16]. The yield is 0.950.